Dataset: Forward reaction prediction with 1.9M reactions from USPTO patents (1976-2016). Task: Predict the product of the given reaction. (1) Given the reactants [OH-].[K+].[Br:3][C:4]1[NH:5][C:6]2[C:11]([C:12]=1[CH:13]1[CH2:18][CH2:17][CH2:16][CH2:15][CH2:14]1)=[CH:10][CH:9]=[C:8]([C:19]([O:21]C)=[O:20])[CH:7]=2.CO, predict the reaction product. The product is: [Br:3][C:4]1[NH:5][C:6]2[C:11]([C:12]=1[CH:13]1[CH2:18][CH2:17][CH2:16][CH2:15][CH2:14]1)=[CH:10][CH:9]=[C:8]([C:19]([OH:21])=[O:20])[CH:7]=2. (2) Given the reactants [CH3:1][O:2][C:3]([C:5]1[N:10]=[C:9]([Br:11])[C:8]2[N:12]=[C:13]([C:15]3[CH:20]=[CH:19][CH:18]=[CH:17][CH:16]=3)[O:14][C:7]=2[C:6]=1[OH:21])=[O:4].[CH3:22][C:23]([CH3:28])([CH3:27])[C:24](Cl)=[O:25].C(N(CC)CC)C, predict the reaction product. The product is: [CH3:1][O:2][C:3]([C:5]1[N:10]=[C:9]([Br:11])[C:8]2[N:12]=[C:13]([C:15]3[CH:16]=[CH:17][CH:18]=[CH:19][CH:20]=3)[O:14][C:7]=2[C:6]=1[O:21][C:24](=[O:25])[C:23]([CH3:28])([CH3:27])[CH3:22])=[O:4]. (3) Given the reactants [NH2:1][C:2]1[CH:7]=[C:6]([CH3:8])[CH:5]=[CH:4][N:3]=1.Br[CH2:10][C:11](=O)[C:12]([CH3:15])([CH3:14])[CH3:13], predict the reaction product. The product is: [C:12]([C:11]1[N:1]=[C:2]2[CH:7]=[C:6]([CH3:8])[CH:5]=[CH:4][N:3]2[CH:10]=1)([CH3:15])([CH3:14])[CH3:13]. (4) Given the reactants C([N:8]1[CH2:14][CH:13]2[CH2:15][CH:10]([C:11](=[CH:17][N:18](C)C)[C:12]2=O)[CH2:9]1)C1C=CC=CC=1.[C:21]([NH:25]N)([CH3:24])([CH3:23])[CH3:22], predict the reaction product. The product is: [C:21]([N:25]1[N:18]=[CH:17][C:11]2[CH:10]3[CH2:15][CH:13]([CH2:14][NH:8][CH2:9]3)[C:12]1=2)([CH3:24])([CH3:23])[CH3:22]. (5) Given the reactants [O:1]([CH2:8][CH2:9][S:10][CH2:11][C:12]1[CH:13]=[C:14]([C:18]2[CH:23]=[CH:22][C:21]([C:24](O)=[O:25])=[CH:20][CH:19]=2)[CH:15]=[CH:16][CH:17]=1)[C:2]1[CH:7]=[CH:6][CH:5]=[CH:4][CH:3]=1.[CH3:27][N:28]([CH3:32])[CH2:29][CH2:30][NH2:31], predict the reaction product. The product is: [CH3:27][N:28]([CH3:32])[CH2:29][CH2:30][NH:31][C:24]([C:21]1[CH:22]=[CH:23][C:18]([C:14]2[CH:15]=[CH:16][CH:17]=[C:12]([CH2:11][S:10][CH2:9][CH2:8][O:1][C:2]3[CH:7]=[CH:6][CH:5]=[CH:4][CH:3]=3)[CH:13]=2)=[CH:19][CH:20]=1)=[O:25]. (6) Given the reactants [NH2:1][C:2]1([C:5]([O:7][CH3:8])=[O:6])[CH2:4][CH2:3]1.C([O-])(O)=O.[Na+].Cl[C:15]([O:17][CH2:18][C:19]1[CH:24]=[CH:23][CH:22]=[CH:21][CH:20]=1)=[O:16], predict the reaction product. The product is: [C:19]1([CH2:18][O:17][C:15]([NH:1][C:2]2([C:5]([O:7][CH3:8])=[O:6])[CH2:4][CH2:3]2)=[O:16])[CH:24]=[CH:23][CH:22]=[CH:21][CH:20]=1.